This data is from Full USPTO retrosynthesis dataset with 1.9M reactions from patents (1976-2016). The task is: Predict the reactants needed to synthesize the given product. (1) The reactants are: [F:1][C@H:2]1[CH2:6][CH2:5][N:4](C(OC(C)(C)C)=O)[C@@H:3]1[C:14](=[O:33])[NH:15][CH2:16][C:17]1[CH:22]=[C:21]([C:23]2[CH:24]=[N:25][C:26]([C:29]([F:32])([F:31])[F:30])=[CH:27][CH:28]=2)[N:20]=[CH:19][N:18]=1.[ClH:34]. Given the product [ClH:34].[F:1][C@H:2]1[CH2:6][CH2:5][NH:4][C@@H:3]1[C:14]([NH:15][CH2:16][C:17]1[CH:22]=[C:21]([C:23]2[CH:24]=[N:25][C:26]([C:29]([F:32])([F:31])[F:30])=[CH:27][CH:28]=2)[N:20]=[CH:19][N:18]=1)=[O:33], predict the reactants needed to synthesize it. (2) Given the product [C:4]([C:3]1[CH:8]=[CH:7][C:6]([C:9]2[CH:10]=[C:11]([C:16]3[NH:20][C:19]4[CH:21]=[CH:22][C:23]([C:25]#[N:26])=[CH:24][C:18]=4[N:17]=3)[CH:12]=[CH:13][CH:14]=2)=[N:2][CH:1]=1)#[N:36], predict the reactants needed to synthesize it. The reactants are: [C:1]([C:3]1[CH:8]=[CH:7][C:6]([C:9]2[CH:14]=[CH:13][C:12](O)=[C:11]([C:16]3[NH:20][C:19]4[CH:21]=[CH:22][C:23]([C:25]#[N:26])=[CH:24][C:18]=4[N:17]=3)[CH:10]=2)=C[CH:4]=1)#[N:2].C(C1C=C(C2C=CC(C#N)=C[N:36]=2)C=CC=1)=O.C(O)(=O)C.C(C1C=CC(C2C=C(OC)C(O)=C(C3NC4C=CC(C(N)=N)=CC=4N=3)C=2)=CC=1)(=N)N.C(C1C=C(C2C=CC=C(C#N)C=2)C=CC=1O)=O. (3) Given the product [CH:4]1([CH2:3][CH2:2][O:30][C:23]2[C:24]([O:28][CH3:29])=[CH:25][CH:26]=[C:27]3[C:22]=2[O:21][C:20](=[O:31])[CH:19]=[C:18]3[NH:17][C:16]2[C:15]([Cl:32])=[CH:14][N:13]=[CH:12][C:11]=2[Cl:10])[CH2:9][CH2:8][CH2:7][CH2:6][CH2:5]1, predict the reactants needed to synthesize it. The reactants are: Br[CH2:2][CH2:3][CH:4]1[CH2:9][CH2:8][CH2:7][CH2:6][CH2:5]1.[Cl:10][C:11]1[CH:12]=[N:13][CH:14]=[C:15]([Cl:32])[C:16]=1[NH:17][C:18]1[C:27]2[C:22](=[C:23]([OH:30])[C:24]([O:28][CH3:29])=[CH:25][CH:26]=2)[O:21][C:20](=[O:31])[CH:19]=1. (4) Given the product [CH:29]1([NH:32][C:17]([C:14]2[CH:15]=[CH:16][N:11]3[N:10]=[C:9]([C:20]4[CH:21]=[CH:22][CH:23]=[CH:24][CH:25]=4)[C:8]([C:5]4[CH:6]=[CH:7][C:2](=[O:1])[N:3]([CH:26]([CH3:27])[CH3:28])[N:4]=4)=[C:12]3[CH:13]=2)=[O:18])[CH2:31][CH2:30]1, predict the reactants needed to synthesize it. The reactants are: [O:1]=[C:2]1[CH:7]=[CH:6][C:5]([C:8]2[C:9]([C:20]3[CH:25]=[CH:24][CH:23]=[CH:22][CH:21]=3)=[N:10][N:11]3[CH:16]=[CH:15][C:14]([C:17](O)=[O:18])=[CH:13][C:12]=23)=[N:4][N:3]1[CH:26]([CH3:28])[CH3:27].[CH:29]1([NH2:32])[CH2:31][CH2:30]1.ON1C2C=CC=CC=2N=N1.Cl.C(N=C=NCCCN(C)C)C. (5) Given the product [CH3:12][S:13]([C:2]1[CH:7]=[C:6]([C:8](=[O:11])[CH2:9][CH3:10])[CH:5]=[CH:4][N:3]=1)(=[O:15])=[O:14], predict the reactants needed to synthesize it. The reactants are: Br[C:2]1[CH:7]=[C:6]([C:8](=[O:11])[CH2:9][CH3:10])[CH:5]=[CH:4][N:3]=1.[CH3:12][S:13](C)(=[O:15])=[O:14].